Dataset: Reaction yield outcomes from USPTO patents with 853,638 reactions. Task: Predict the reaction yield, written as a fraction of the theoretical maximum amount of product (1.0 means a 100% yield; for example, 0.34 means a 34% yield). (1) The reactants are C([O:3][C:4]([C:6]1[C:10]([CH3:11])=[CH:9][NH:8][C:7]=1[CH2:12][CH2:13][NH:14][CH2:15][CH2:16][N:17]1[CH2:21][CH2:20][CH2:19][CH2:18]1)=O)C.C[Al](C)C.Cl.[OH-].[Na+]. The product is [CH3:11][C:10]1[C:6]2[C:4](=[O:3])[N:14]([CH2:15][CH2:16][N:17]3[CH2:21][CH2:20][CH2:19][CH2:18]3)[CH2:13][CH2:12][C:7]=2[NH:8][CH:9]=1. The yield is 0.592. The catalyst is C1(C)C=CC=CC=1.O. (2) The reactants are [CH:1]([P:3](=[O:17])([CH:15]=[CH2:16])[C:4]1[CH:9]=[CH:8][C:7]([N+:10]([O-:12])=[O:11])=[C:6]([O:13][CH3:14])[CH:5]=1)=[CH2:2].Cl.[CH2:19]([NH2:21])[CH3:20].[OH-].[Na+].C(N)C1C=CC=CC=1. The catalyst is C1COCC1. The product is [CH2:19]([N:21]1[CH2:16][CH2:15][P:3](=[O:17])([C:4]2[CH:9]=[CH:8][C:7]([N+:10]([O-:12])=[O:11])=[C:6]([O:13][CH3:14])[CH:5]=2)[CH2:1][CH2:2]1)[CH3:20]. The yield is 0.460. (3) The reactants are C(=O)([O-])[O-].[Na+].[Na+].[Cl:7][C:8]1[CH:13]=[C:12]([NH:14][CH2:15][C:16]2([F:29])[CH2:21][CH2:20][N:19]([C:22]([O:24][C:25]([CH3:28])([CH3:27])[CH3:26])=[O:23])[CH2:18][CH2:17]2)[C:11](I)=[CH:10][N:9]=1.[CH3:31][O:32][C:33]1[CH:38]=[CH:37][C:36](B(O)O)=[CH:35][CH:34]=1. The catalyst is [Pd].C1(P(C2C=CC=CC=2)C2C=CC=CC=2)C=CC=CC=1.C1(P(C2C=CC=CC=2)C2C=CC=CC=2)C=CC=CC=1.C1(P(C2C=CC=CC=2)C2C=CC=CC=2)C=CC=CC=1.C1(P(C2C=CC=CC=2)C2C=CC=CC=2)C=CC=CC=1.CC#N. The product is [Cl:7][C:8]1[CH:13]=[C:12]([NH:14][CH2:15][C:16]2([F:29])[CH2:21][CH2:20][N:19]([C:22]([O:24][C:25]([CH3:28])([CH3:27])[CH3:26])=[O:23])[CH2:18][CH2:17]2)[C:11]([C:36]2[CH:37]=[CH:38][C:33]([O:32][CH3:31])=[CH:34][CH:35]=2)=[CH:10][N:9]=1. The yield is 0.480. (4) The catalyst is O. The reactants are O1CCCC1.[F:6][C:7]1[CH:23]=[CH:22][C:10]([O:11][C:12]2[S:16][C:15]([CH2:17][C:18](Cl)=[N:19][OH:20])=[CH:14][CH:13]=2)=[CH:9][CH:8]=1.[C:24]([C:26]1[C:27]([NH2:32])=[N:28][CH:29]=[CH:30][CH:31]=1)#[CH:25].C(N(CC)CC)C. The yield is 0.0721. The product is [F:6][C:7]1[CH:23]=[CH:22][C:10]([O:11][C:12]2[S:16][C:15]([CH2:17][C:18]3[CH:25]=[C:24]([C:26]4[C:27]([NH2:32])=[N:28][CH:29]=[CH:30][CH:31]=4)[O:20][N:19]=3)=[CH:14][CH:13]=2)=[CH:9][CH:8]=1.